The task is: Predict the reactants needed to synthesize the given product.. This data is from Full USPTO retrosynthesis dataset with 1.9M reactions from patents (1976-2016). (1) Given the product [CH2:28]([O:26][C:23]1[CH:22]=[CH:21][C:20]([C:12]2[C:11]([C:8]3[CH:7]=[CH:6][C:5]([S:2]([CH3:1])(=[O:3])=[O:4])=[CH:10][CH:9]=3)=[C:19]3[N:14]([N:15]=[CH:16][CH:17]=[CH:18]3)[N:13]=2)=[CH:25][CH:24]=1)[CH3:29], predict the reactants needed to synthesize it. The reactants are: [CH3:1][S:2]([C:5]1[CH:10]=[CH:9][C:8]([C:11]2[C:12]([C:20]3[CH:25]=[CH:24][C:23]([OH:26])=[CH:22][CH:21]=3)=[N:13][N:14]3[C:19]=2[CH:18]=[CH:17][CH:16]=[N:15]3)=[CH:7][CH:6]=1)(=[O:4])=[O:3].I[CH2:28][CH3:29].C(=O)([O-])[O-].[K+].[K+]. (2) Given the product [NH:9]1[CH2:10][CH:11]([C:13]2[CH:18]=[C:17]([Cl:19])[C:16]([C:20]3[S:21][C:22]4[C:23]([NH:29][C:30]5[CH:35]=[C:34]([CH3:36])[N:33]=[CH:32][N:31]=5)=[N:24][CH:25]=[CH:26][C:27]=4[N:28]=3)=[C:15]([Cl:37])[CH:14]=2)[CH2:12]1, predict the reactants needed to synthesize it. The reactants are: Cl.C(OC([N:9]1[CH2:12][CH:11]([C:13]2[CH:18]=[C:17]([Cl:19])[C:16]([C:20]3[S:21][C:22]4[C:23]([NH:29][C:30]5[CH:35]=[C:34]([CH3:36])[N:33]=[CH:32][N:31]=5)=[N:24][CH:25]=[CH:26][C:27]=4[N:28]=3)=[C:15]([Cl:37])[CH:14]=2)[CH2:10]1)=O)(C)(C)C. (3) Given the product [C:14]([O:12][C:9]1[C:4]([C:5]([O:7][CH3:8])=[O:6])=[C:3]([CH3:13])[C:2]([Br:1])=[CH:11][CH:10]=1)(=[O:16])[CH3:15], predict the reactants needed to synthesize it. The reactants are: [Br:1][C:2]1[C:3]([CH3:13])=[C:4]([C:9]([OH:12])=[CH:10][CH:11]=1)[C:5]([O:7][CH3:8])=[O:6].[C:14](OC(=O)C)(=[O:16])[CH3:15]. (4) Given the product [C:29]([O:33][C:34]([N:36]1[CH2:41][CH2:13][CH:12]([NH:11][C:14]([C:16]2[N:21]=[C:20]([Cl:22])[CH:19]=[C:18]([N:23]3[CH2:24][CH2:25][O:26][CH2:27][CH2:28]3)[N:17]=2)=[O:15])[CH2:38][CH2:37]1)=[O:35])([CH3:32])([CH3:31])[CH3:30], predict the reactants needed to synthesize it. The reactants are: C(OC(N1[CH2:13][CH2:12][N:11]([C:14]([C:16]2[N:21]=[C:20]([Cl:22])[CH:19]=[C:18]([N:23]3[CH2:28][CH2:27][O:26][CH2:25][CH2:24]3)[N:17]=2)=[O:15])CC1)=O)(C)(C)C.[C:29]([O:33][C:34]([N:36]1[CH2:41]CC(N)[CH2:38][CH2:37]1)=[O:35])([CH3:32])([CH3:31])[CH3:30]. (5) The reactants are: Cl[C:2]1[N:7]=[C:6](Cl)[C:5]([F:9])=[CH:4][N:3]=1.[CH2:10]([O:12][C:13]([C:15]1[CH:16]=[C:17]([CH:19]=[CH:20][CH:21]=1)[NH2:18])=[O:14])[CH3:11]. Given the product [CH2:10]([O:12][C:13]([C:15]1[CH:16]=[C:17]([NH:18][C:2]2[N:7]=[C:6]([NH:18][C:17]3[CH:19]=[CH:20][CH:21]=[C:15]([C:13]([O:12][CH2:10][CH3:11])=[O:14])[CH:16]=3)[C:5]([F:9])=[CH:4][N:3]=2)[CH:19]=[CH:20][CH:21]=1)=[O:14])[CH3:11], predict the reactants needed to synthesize it.